Dataset: Forward reaction prediction with 1.9M reactions from USPTO patents (1976-2016). Task: Predict the product of the given reaction. (1) Given the reactants C([Li])CCC.CCCCCC.[S:12]1[CH:16]=[CH:15][CH:14]=[CH:13]1.Br[CH2:18][CH2:19][CH2:20][CH2:21][CH2:22][CH2:23][CH2:24][CH3:25], predict the reaction product. The product is: [CH2:18]([C:13]1[S:12][CH:16]=[CH:15][CH:14]=1)[CH2:19][CH2:20][CH2:21][CH2:22][CH2:23][CH2:24][CH3:25]. (2) Given the reactants [CH:1]1([CH2:6][CH:7]([N:11]2[C:19]3[C:14](=[CH:15][C:16]([CH3:20])=[CH:17][CH:18]=3)[C:13](=O)[C:12]2=[O:22])[C:8]([OH:10])=[O:9])[CH2:5][CH2:4][CH2:3][CH2:2]1.O.NN, predict the reaction product. The product is: [CH:1]1([CH2:6][CH:7]([N:11]2[C:19]3[C:14](=[CH:15][C:16]([CH3:20])=[CH:17][CH:18]=3)[CH2:13][C:12]2=[O:22])[C:8]([OH:10])=[O:9])[CH2:5][CH2:4][CH2:3][CH2:2]1. (3) Given the reactants [Br:1][C:2]1[CH:9]=[CH:8][C:5]([CH2:6][NH2:7])=[CH:4][CH:3]=1.C(N(CC)CC)C.Cl[CH2:18][CH2:19][CH2:20][S:21](Cl)(=[O:23])=[O:22].[H-].[Na+], predict the reaction product. The product is: [Br:1][C:2]1[CH:9]=[CH:8][C:5]([CH2:6][N:7]2[CH2:18][CH2:19][CH2:20][S:21]2(=[O:23])=[O:22])=[CH:4][CH:3]=1. (4) Given the reactants [NH2:1][C:2]1[CH:11]=[CH:10][C:5]([C:6]([O:8][CH3:9])=[O:7])=[CH:4][CH:3]=1.C([Li])CCC.I[CH2:18][CH2:19][CH2:20][CH2:21][CH3:22].C(=O)(O)[O-].[Na+], predict the reaction product. The product is: [CH2:18]([NH:1][C:2]1[CH:3]=[CH:4][C:5]([C:6]([O:8][CH3:9])=[O:7])=[CH:10][CH:11]=1)[CH2:19][CH2:20][CH2:21][CH3:22]. (5) Given the reactants [F:1][C:2]([F:25])([F:24])[C:3](=[O:23])[CH2:4][C:5]([CH3:22])([C:7]1[C:15]2[O:14][CH2:13][CH2:12][C:11]=2[CH:10]=[C:9]([C:16]2[CH:17]=[N:18][CH:19]=[N:20][CH:21]=2)[CH:8]=1)[CH3:6].[CH3:26][S+](C)(C)=O.[H-].[Na+].[I-].C[S+](C)(C)=O, predict the reaction product. The product is: [CH3:6][C:5]([C:7]1[C:15]2[O:14][CH2:13][CH2:12][C:11]=2[CH:10]=[C:9]([C:16]2[CH:21]=[N:20][CH:19]=[N:18][CH:17]=2)[CH:8]=1)([CH3:22])[CH2:4][C:3]1([C:2]([F:24])([F:1])[F:25])[CH2:26][O:23]1.